From a dataset of Forward reaction prediction with 1.9M reactions from USPTO patents (1976-2016). Predict the product of the given reaction. (1) Given the reactants [Cl:1][C:2]1[C:3]([C:21]#[N:22])=[N:4][CH:5]=[C:6]([C:8]2[CH:13]=[CH:12][CH:11]=[C:10]([F:14])[C:9]=2[C:15]2[N:16]=[N:17][N:18]([CH3:20])[N:19]=2)[CH:7]=1, predict the reaction product. The product is: [Cl:1][C:2]1[C:3]([CH2:21][NH2:22])=[N:4][CH:5]=[C:6]([C:8]2[CH:13]=[CH:12][CH:11]=[C:10]([F:14])[C:9]=2[C:15]2[N:16]=[N:17][N:18]([CH3:20])[N:19]=2)[CH:7]=1. (2) Given the reactants [OH:1][C@@H:2]([CH3:15])[CH2:3][NH:4][CH2:5][CH2:6][O:7][CH2:8][C:9]1[CH:14]=[CH:13][CH:12]=[CH:11][CH:10]=1.O.[OH-].[Na+].[O:19]1CCC[CH2:20]1, predict the reaction product. The product is: [CH2:8]([O:7][CH2:6][CH2:5][N:4]1[CH2:3][C@H:2]([CH3:15])[O:1][C:20]1=[O:19])[C:9]1[CH:14]=[CH:13][CH:12]=[CH:11][CH:10]=1.